Dataset: Reaction yield outcomes from USPTO patents with 853,638 reactions. Task: Predict the reaction yield, written as a fraction of the theoretical maximum amount of product (1.0 means a 100% yield; for example, 0.34 means a 34% yield). (1) The reactants are [H-].[Na+].[NH:3]1[CH2:8][CH2:7][CH2:6][CH2:5][C:4]1=[O:9].Br[CH2:11][C:12]1[CH:21]=[CH:20][C:15]([C:16]([O:18][CH3:19])=[O:17])=[CH:14][CH:13]=1.[Cl-].[Na+]. The catalyst is CN(C=O)C. The product is [O:9]=[C:4]1[CH2:5][CH2:6][CH2:7][CH2:8][N:3]1[CH2:11][C:12]1[CH:21]=[CH:20][C:15]([C:16]([O:18][CH3:19])=[O:17])=[CH:14][CH:13]=1. The yield is 1.00. (2) The yield is 0.450. The reactants are [CH2:1]([C:3]1([C:6]([OH:8])=O)[CH2:5][CH2:4]1)[CH3:2].Cl.[CH3:10][O:11]CN.C([N:16]([CH2:19]C)CC)C.Cl.C(N=C=NCCCN(C)C)C. The product is [CH3:10][O:11][N:16]([CH3:19])[C:6]([C:3]1([CH2:1][CH3:2])[CH2:5][CH2:4]1)=[O:8]. The catalyst is ClCCl.CN(C)C1C=CN=CC=1.C(OCC)(=O)C.